This data is from Full USPTO retrosynthesis dataset with 1.9M reactions from patents (1976-2016). The task is: Predict the reactants needed to synthesize the given product. (1) Given the product [CH2:1]([C:3]1([CH2:13][C:14]([OH:21])([C:17]([F:19])([F:18])[F:20])[CH:15]=[O:16])[C:12]2[C:7](=[CH:8][CH:9]=[CH:10][CH:11]=2)[CH2:6][CH2:5][CH2:4]1)[CH3:2], predict the reactants needed to synthesize it. The reactants are: [CH2:1]([C:3]1([CH2:13][C:14]([OH:21])([C:17]([F:20])([F:19])[F:18])[CH2:15][OH:16])[C:12]2[C:7](=[CH:8][CH:9]=[CH:10][CH:11]=2)[CH2:6][CH2:5][CH2:4]1)[CH3:2].C(N(CC)CC)C.[Cl-].[NH4+]. (2) Given the product [Br:1][C:2]1[CH:16]=[CH:15][C:5]2[N:6]=[C:7]([CH:9]3[CH2:10][CH2:11][N:12]([C:25]([O:24][C:21]([CH3:23])([CH3:22])[CH3:20])=[O:26])[CH2:13][CH2:14]3)[O:8][C:4]=2[CH:3]=1, predict the reactants needed to synthesize it. The reactants are: [Br:1][C:2]1[CH:16]=[CH:15][C:5]2[N:6]=[C:7]([CH:9]3[CH2:14][CH2:13][NH:12][CH2:11][CH2:10]3)[O:8][C:4]=2[CH:3]=1.C(Cl)Cl.[CH3:20][C:21]([O:24][C:25](O[C:25]([O:24][C:21]([CH3:23])([CH3:22])[CH3:20])=[O:26])=[O:26])([CH3:23])[CH3:22]. (3) Given the product [C:43]([C:41]1[O:40][N:39]=[C:38]([CH2:37][S:36][C:33]2[CH:32]=[CH:31][C:30]([CH2:29][CH2:28][NH:27][CH2:26][C@H:25]([OH:47])[CH2:24][O:23][C:22]3[CH:48]=[CH:49][C:19]([OH:18])=[CH:20][CH:21]=3)=[CH:35][CH:34]=2)[N:42]=1)([CH3:46])([CH3:44])[CH3:45], predict the reactants needed to synthesize it. The reactants are: [Si]([O:18][C:19]1[CH:49]=[CH:48][C:22]([O:23][CH2:24][C@@H:25]([OH:47])[CH2:26][NH:27][CH2:28][CH2:29][C:30]2[CH:35]=[CH:34][C:33]([S:36][CH2:37][C:38]3[N:42]=[C:41]([C:43]([CH3:46])([CH3:45])[CH3:44])[O:40][N:39]=3)=[CH:32][CH:31]=2)=[CH:21][CH:20]=1)(C(C)(C)C)(C1C=CC=CC=1)C1C=CC=CC=1.CCCC[N+](CCCC)(CCCC)CCCC.[F-]. (4) Given the product [Br:17][C:18]1[S:19][CH:20]=[C:21]([CH2:23][N:3]2[C:4]3[C:9](=[C:8]([C:11]([F:12])([F:14])[F:13])[C:7]([C:15]#[N:16])=[CH:6][CH:5]=3)[CH:10]=[C:2]2[CH3:1])[N:22]=1, predict the reactants needed to synthesize it. The reactants are: [CH3:1][C:2]1[NH:3][C:4]2[C:9]([CH:10]=1)=[C:8]([C:11]([F:14])([F:13])[F:12])[C:7]([C:15]#[N:16])=[CH:6][CH:5]=2.[Br:17][C:18]1[S:19][CH:20]=[C:21]([CH2:23]Cl)[N:22]=1.